This data is from Catalyst prediction with 721,799 reactions and 888 catalyst types from USPTO. The task is: Predict which catalyst facilitates the given reaction. (1) Reactant: [Cl:1][C:2]1[CH:7]=[CH:6][C:5]([CH2:8][CH:9]([C:20]([NH:22][NH:23][C:24]2[CH:29]=[C:28]([C:30]3[CH:35]=[CH:34][N:33]=[C:32]([NH:36][C:37]4[N:38]([CH3:42])[N:39]=[CH:40][CH:41]=4)[N:31]=3)[CH:27]=[C:26]([F:43])[N:25]=2)=O)[CH2:10][N:11]([CH3:19])[C:12](=[O:18])[O:13][C:14]([CH3:17])([CH3:16])[CH3:15])=[CH:4][C:3]=1[F:44].BrBr.CCN(C(C)C)C(C)C. Product: [Cl:1][C:2]1[CH:7]=[CH:6][C:5]([CH2:8][CH:9]([C:20]2[N:25]3[C:26]([F:43])=[CH:27][C:28]([C:30]4[CH:35]=[CH:34][N:33]=[C:32]([NH:36][C:37]5[N:38]([CH3:42])[N:39]=[CH:40][CH:41]=5)[N:31]=4)=[CH:29][C:24]3=[N:23][N:22]=2)[CH2:10][N:11]([CH3:19])[C:12](=[O:18])[O:13][C:14]([CH3:17])([CH3:16])[CH3:15])=[CH:4][C:3]=1[F:44]. The catalyst class is: 20. (2) Reactant: C[O:2][C:3]1[N:4]=[N:5][C:6]([S:9]([C:12]2[O:13][C:14]3[CH:21]=[CH:20][C:19]([Cl:22])=[CH:18][C:15]=3[C:16]=2[CH3:17])(=[O:11])=[O:10])=[CH:7][CH:8]=1.Cl. Product: [Cl:22][C:19]1[CH:20]=[CH:21][C:14]2[O:13][C:12]([S:9]([C:6]3[NH:5][NH:4][CH:3]=[CH:8][CH:7]=3)(=[O:10])=[O:11])=[C:16]([CH3:17])[C:15]=2[CH:18]=1.[N:5]1[NH:4][C:3](=[O:2])[CH:8]=[CH:7][CH:6]=1. The catalyst class is: 12.